Dataset: Reaction yield outcomes from USPTO patents with 853,638 reactions. Task: Predict the reaction yield, written as a fraction of the theoretical maximum amount of product (1.0 means a 100% yield; for example, 0.34 means a 34% yield). (1) The reactants are [C:1]([C:5]1[O:9][N:8]=[C:7]([NH:10][C:11]([NH:13][C:14]2[CH:19]=[CH:18][CH:17]=[C:16]([OH:20])[CH:15]=2)=[O:12])[CH:6]=1)([CH3:4])([CH3:3])[CH3:2].CC(C)([O-])C.[K+].[Cl:27][C:28]1[N:37]=[C:36](Cl)[C:35]2[C:30](=[CH:31][C:32]([O:41][CH3:42])=[C:33]([O:39][CH3:40])[CH:34]=2)[N:29]=1. The catalyst is CN(C=O)C. The product is [C:1]([C:5]1[O:9][N:8]=[C:7]([NH:10][C:11]([NH:13][C:14]2[CH:19]=[CH:18][CH:17]=[C:16]([O:20][C:36]3[C:35]4[C:30](=[CH:31][C:32]([O:41][CH3:42])=[C:33]([O:39][CH3:40])[CH:34]=4)[N:29]=[C:28]([Cl:27])[N:37]=3)[CH:15]=2)=[O:12])[CH:6]=1)([CH3:4])([CH3:2])[CH3:3]. The yield is 0.320. (2) The reactants are [OH:1][CH2:2][C:3]([O:5][CH2:6][C:7]1[CH:12]=[CH:11][CH:10]=[CH:9][CH:8]=1)=[O:4].C(Cl)CCl.[C:17]([O:21][C:22]([N:24]([C:29]1[CH:30]=[C:31]([CH:35]=[CH:36][C:37]=1[O:38][CH3:39])[C:32](O)=[O:33])[S:25]([CH3:28])(=[O:27])=[O:26])=[O:23])([CH3:20])([CH3:19])[CH3:18]. The catalyst is CN(C1C=CN=CC=1)C.C(Cl)Cl. The product is [C:17]([O:21][C:22]([N:24]([C:29]1[CH:30]=[C:31]([CH:35]=[CH:36][C:37]=1[O:38][CH3:39])[C:32]([O:1][CH2:2][C:3]([O:5][CH2:6][C:7]1[CH:12]=[CH:11][CH:10]=[CH:9][CH:8]=1)=[O:4])=[O:33])[S:25]([CH3:28])(=[O:27])=[O:26])=[O:23])([CH3:20])([CH3:19])[CH3:18]. The yield is 0.730. (3) The reactants are Br[C:2]1[CH:7]=[CH:6][C:5]([S:8]([NH:11][C:12]2[S:13][CH:14]=[CH:15][N:16]=2)(=[O:10])=[O:9])=[CH:4][CH:3]=1.[NH:17]1[CH2:22][CH2:21][CH:20]([NH:23][C:24](=[O:30])[O:25][C:26]([CH3:29])([CH3:28])[CH3:27])[CH2:19][CH2:18]1.C(P(C(C)(C)C)C1C=CC=CC=1C1C=CC=CC=1)(C)(C)C.CC([O-])(C)C.[Na+].Cl. The catalyst is C1C=CC(/C=C/C(/C=C/C2C=CC=CC=2)=O)=CC=1.C1C=CC(/C=C/C(/C=C/C2C=CC=CC=2)=O)=CC=1.C1C=CC(/C=C/C(/C=C/C2C=CC=CC=2)=O)=CC=1.[Pd].[Pd].CCOC(C)=O.O.C1(C)C=CC=CC=1. The product is [C:26]([O:25][C:24](=[O:30])[NH:23][CH:20]1[CH2:21][CH2:22][N:17]([C:2]2[CH:7]=[CH:6][C:5]([S:8](=[O:10])(=[O:9])[NH:11][C:12]3[S:13][CH:14]=[CH:15][N:16]=3)=[CH:4][CH:3]=2)[CH2:18][CH2:19]1)([CH3:29])([CH3:27])[CH3:28]. The yield is 0.760. (4) The reactants are [F:1][C:2]1[CH:10]=[CH:9][C:8]([CH2:11][C:12]2[C:21]3[C:16](=[CH:17][CH:18]=[CH:19][CH:20]=3)[C:15](=[O:22])[NH:14][N:13]=2)=[CH:7][C:3]=1[C:4]([OH:6])=O.F[P-](F)(F)(F)(F)F.N1(OC(N(C)C)=[N+](C)C)C2C=CC=CC=2N=N1.[F:47][C:48]([F:61])([F:60])[C:49]1[N:53]2[CH2:54][CH2:55][NH:56][CH2:57][C:52]2=[C:51]([C:58]#[N:59])[N:50]=1.C(N(CC)C(C)C)(C)C. The catalyst is CN(C)C=O. The product is [F:1][C:2]1[CH:10]=[CH:9][C:8]([CH2:11][C:12]2[C:21]3[C:16](=[CH:17][CH:18]=[CH:19][CH:20]=3)[C:15](=[O:22])[NH:14][N:13]=2)=[CH:7][C:3]=1[C:4]([N:56]1[CH2:55][CH2:54][N:53]2[C:49]([C:48]([F:61])([F:47])[F:60])=[N:50][C:51]([C:58]#[N:59])=[C:52]2[CH2:57]1)=[O:6]. The yield is 0.219. (5) The catalyst is CO. The yield is 0.830. The reactants are [F:1][C:2]1[C:3]([NH:28][C:29](=[O:34])C(C)(C)C)=[C:4]([CH:8](O)[CH:9]([CH:14]2[CH2:19][CH2:18][N:17](C(OC(C)(C)C)=O)[CH2:16][CH2:15]2)C(OC)=O)[CH:5]=[CH:6][CH:7]=1.O.[ClH:36]. The product is [ClH:36].[F:1][C:2]1[CH:7]=[CH:6][CH:5]=[C:4]2[C:3]=1[NH:28][C:29](=[O:34])[C:9]([CH:14]1[CH2:15][CH2:16][NH:17][CH2:18][CH2:19]1)=[CH:8]2. (6) The yield is 0.680. The catalyst is FC(F)(F)C(O)=O. The reactants are [O:1]1[CH:5]=[CH:4][CH:3]=[C:2]1[C:6]1[N:7]=[C:8]([NH:17][C:18]([C:20]2[CH:25]=[CH:24][N:23]=[C:22]([O:26]CC3C=CC(OC)=CC=3)[CH:21]=2)=[O:19])[S:9][C:10]=1[C:11]1[CH:16]=[CH:15][N:14]=[CH:13][CH:12]=1.C1(OC)C=CC=CC=1.C(=O)([O-])O.[Na+]. The product is [O:1]1[CH:5]=[CH:4][CH:3]=[C:2]1[C:6]1[N:7]=[C:8]([NH:17][C:18]([C:20]2[CH:25]=[CH:24][NH:23][C:22](=[O:26])[CH:21]=2)=[O:19])[S:9][C:10]=1[C:11]1[CH:12]=[CH:13][N:14]=[CH:15][CH:16]=1.